From a dataset of Full USPTO retrosynthesis dataset with 1.9M reactions from patents (1976-2016). Predict the reactants needed to synthesize the given product. Given the product [CH3:1][S:2]([O:25][CH2:24][CH:22]1[CH2:21][C:20]2[C:15]3[C:14]([C:33]([NH:35][CH3:36])=[O:34])=[C:13]([C:10]4[CH:11]=[CH:12][C:7]([F:6])=[CH:8][CH:9]=4)[O:32][C:16]=3[CH:17]=[C:18]([N:26]([CH3:31])[S:27]([CH3:30])(=[O:28])=[O:29])[C:19]=2[O:23]1)(=[O:4])=[O:3], predict the reactants needed to synthesize it. The reactants are: [CH3:1][S:2](Cl)(=[O:4])=[O:3].[F:6][C:7]1[CH:12]=[CH:11][C:10]([C:13]2[O:32][C:16]3[CH:17]=[C:18]([N:26]([CH3:31])[S:27]([CH3:30])(=[O:29])=[O:28])[C:19]4[O:23][CH:22]([CH2:24][OH:25])[CH2:21][C:20]=4[C:15]=3[C:14]=2[C:33]([NH:35][CH3:36])=[O:34])=[CH:9][CH:8]=1.CCN(CC)CC.